Dataset: Reaction yield outcomes from USPTO patents with 853,638 reactions. Task: Predict the reaction yield, written as a fraction of the theoretical maximum amount of product (1.0 means a 100% yield; for example, 0.34 means a 34% yield). The reactants are [C:1]1(C2CCN(C([O-])=O)CC2)C=CC=CC=1.C[N:17]1[N:21]=[N:20][C:19]([C:22]2[CH:23]=[C:24]([CH:47]=[C:48]([C:50]([F:53])([F:52])[F:51])[CH:49]=2)[CH2:25][O:26][CH2:27][C:28]2([C:41]3[CH:46]=[CH:45][CH:44]=[CH:43][CH:42]=3)[CH2:33][CH2:32][N:31]([C:34]([O:36][C:37]([CH3:40])([CH3:39])[CH3:38])=[O:35])[CH2:30][CH2:29]2)=[N:18]1.N1C(C2C=C(C=C(C(F)(F)F)C=2)COC[C:65]2([C:78]3[CH:83]=[CH:82][CH:81]=[CH:80][CH:79]=3)[CH2:70][CH2:69][N:68]([C:71]([O:73]C(C)(C)C)=[O:72])[CH2:67][CH2:66]2)=NN=N1.C(=O)([O-])[O-].[K+].[K+]. The catalyst is CC(C)=O. The product is [CH3:1][N:20]1[C:19]([C:22]2[CH:23]=[C:24]([CH:47]=[C:48]([C:50]([F:51])([F:52])[F:53])[CH:49]=2)[CH2:25][O:26][CH2:27][C:28]2([C:41]3[CH:42]=[CH:43][CH:44]=[CH:45][CH:46]=3)[CH2:33][CH2:32][N:31]([C:34]([O:36][C:37]([CH3:40])([CH3:39])[CH3:38])=[O:35])[CH2:30][CH2:29]2)=[N:18][N:17]=[N:21]1.[C:78]1([CH:65]2[CH2:66][CH2:67][N:68]([C:71]([O-:73])=[O:72])[CH2:69][CH2:70]2)[CH:79]=[CH:80][CH:81]=[CH:82][CH:83]=1. The yield is 0.0900.